From a dataset of Reaction yield outcomes from USPTO patents with 853,638 reactions. Predict the reaction yield, written as a fraction of the theoretical maximum amount of product (1.0 means a 100% yield; for example, 0.34 means a 34% yield). The reactants are Cl.[CH3:2][Si:3]1([CH3:9])[CH2:8][CH2:7][NH:6][CH2:5][CH2:4]1.C(N(CC)CC)C.[F:17][C:18]1[CH:23]=[C:22]([N+:24]([O-:26])=[O:25])[CH:21]=[C:20]([F:27])[C:19]=1F.O. The catalyst is CCOC(C)=O. The product is [F:17][C:18]1[CH:23]=[C:22]([N+:24]([O-:26])=[O:25])[CH:21]=[C:20]([F:27])[C:19]=1[N:6]1[CH2:7][CH2:8][Si:3]([CH3:9])([CH3:2])[CH2:4][CH2:5]1. The yield is 0.630.